From a dataset of Forward reaction prediction with 1.9M reactions from USPTO patents (1976-2016). Predict the product of the given reaction. (1) Given the reactants [F:1][C:2]1([F:20])[C:10]2[C:5](=[CH:6][CH:7]=[CH:8][CH:9]=2)[N:4]([CH2:11][C:12]([O:14]C(C)(C)C)=[O:13])[C:3]1=[O:19].C(Cl)Cl, predict the reaction product. The product is: [F:20][C:2]1([F:1])[C:10]2[C:5](=[CH:6][CH:7]=[CH:8][CH:9]=2)[N:4]([CH2:11][C:12]([OH:14])=[O:13])[C:3]1=[O:19]. (2) The product is: [ClH:1].[NH2:26][C@@H:7]([CH2:6][C:5]1[CH:4]=[C:3]([F:2])[CH:36]=[C:35]([F:37])[CH:34]=1)[C@H:8]([OH:25])[CH2:9][NH:10][C@@H:11]1[C:20]2[C:15](=[CH:16][CH:17]=[C:18]([O:21][CH:22]([CH3:23])[CH3:24])[CH:19]=2)[O:14][CH2:13][CH2:12]1. Given the reactants [ClH:1].[F:2][C:3]1[CH:4]=[C:5]([CH:34]=[C:35]([F:37])[CH:36]=1)[CH2:6][C@H:7]([NH:26]C(=O)OC(C)(C)C)[C@H:8]([OH:25])[CH2:9][NH:10][C@@H:11]1[C:20]2[C:15](=[CH:16][CH:17]=[C:18]([O:21][CH:22]([CH3:24])[CH3:23])[CH:19]=2)[O:14][CH2:13][CH2:12]1, predict the reaction product. (3) Given the reactants [CH3:1][C:2]1[N:9]=[C:8]([N:10]2[CH2:14][CH2:13][C:12]3([CH2:19][CH2:18][NH:17][CH2:16][CH2:15]3)[CH2:11]2)[CH:7]=[CH:6][C:3]=1[C:4]#[N:5].[CH3:20][C:21]1[C:29]([C@@H:30]2[CH2:32][O:31]2)=[CH:28][CH:27]=[C:26]2[C:22]=1[CH2:23][O:24][C:25]2=[O:33], predict the reaction product. The product is: [OH:31][C@H:30]([C:29]1[C:21]([CH3:20])=[C:22]2[C:26](=[CH:27][CH:28]=1)[C:25](=[O:33])[O:24][CH2:23]2)[CH2:32][N:17]1[CH2:18][CH2:19][C:12]2([CH2:11][N:10]([C:8]3[CH:7]=[CH:6][C:3]([C:4]#[N:5])=[C:2]([CH3:1])[N:9]=3)[CH2:14][CH2:13]2)[CH2:15][CH2:16]1. (4) Given the reactants [CH3:1][O:2][C:3]1[CH:9]=[CH:8][C:7]([C:10]2[O:14][CH:13]=[N:12][CH:11]=2)=[CH:6][C:4]=1[NH2:5].[S:15]1[CH:19]=[CH:18][C:17]([CH:20]=O)=[CH:16]1, predict the reaction product. The product is: [S:15]1[CH:19]=[CH:18][C:17]([CH:20]=[N:5][C:4]2[CH:6]=[C:7]([C:10]3[O:14][CH:13]=[N:12][CH:11]=3)[CH:8]=[CH:9][C:3]=2[O:2][CH3:1])=[CH:16]1. (5) The product is: [CH3:1][C@H:2]1[CH2:7][CH2:6][CH2:5][CH2:4][C@@H:3]1[N:8]1[C:12]2[CH:13]=[CH:14][C:15]([C:17]([OH:19])=[O:18])=[CH:16][C:11]=2[N:10]=[C:9]1[CH2:20][C:21]1[S:22][CH:23]=[CH:24][CH:25]=1. Given the reactants [CH3:1][C@@H:2]1[CH2:7][CH2:6][CH2:5][CH2:4][C@H:3]1[N:8]1[C:12]2[CH:13]=[CH:14][C:15]([C:17]([OH:19])=[O:18])=[CH:16][C:11]=2[N:10]=[C:9]1[CH2:20][C:21]1[S:22][CH:23]=[CH:24][CH:25]=1.COC(=O)C1C=CC(N[C@H]2CCCC[C@@H]2C)=C(N)C=1.Cl.C[C@H]1CCCC[C@@H]1N, predict the reaction product. (6) Given the reactants C(OC([N:8]1[CH2:13][CH2:12][N:11]([S:14]([CH3:17])(=[O:16])=[O:15])[CH2:10][CH2:9]1)=O)(C)(C)C.[ClH:18], predict the reaction product. The product is: [ClH:18].[CH3:17][S:14]([N:11]1[CH2:12][CH2:13][NH:8][CH2:9][CH2:10]1)(=[O:16])=[O:15]. (7) Given the reactants [F:1][C:2]([F:23])([F:22])[O:3][C:4]1[CH:9]=[CH:8][CH:7]=[CH:6][C:5]=1[C:10]1[O:11][C:12]([C:18]([F:21])([F:20])[F:19])=[C:13]([C:15](O)=[O:16])[N:14]=1.[CH3:24][O:25][CH2:26][CH2:27][N:28]([CH3:36])[C:29]1[N:34]=[CH:33][C:32]([NH2:35])=[CH:31][N:30]=1, predict the reaction product. The product is: [CH3:24][O:25][CH2:26][CH2:27][N:28]([CH3:36])[C:29]1[N:30]=[CH:31][C:32]([NH:35][C:15]([C:13]2[N:14]=[C:10]([C:5]3[CH:6]=[CH:7][CH:8]=[CH:9][C:4]=3[O:3][C:2]([F:22])([F:1])[F:23])[O:11][C:12]=2[C:18]([F:20])([F:21])[F:19])=[O:16])=[CH:33][N:34]=1. (8) The product is: [CH3:22][O:21][C:17]1[CH:16]=[C:15]2[C:20]([C:11]([O:10][CH2:9][C:8]([N:6]3[C:5](=[O:25])[CH:4]=[CH:3][C:2]([NH:1][C:35](=[O:42])[C:36]4[CH:41]=[CH:40][CH:39]=[CH:38][CH:37]=4)=[CH:7]3)([CH3:23])[CH3:24])=[CH:12][CH:13]=[N:14]2)=[CH:19][CH:18]=1. Given the reactants [NH2:1][C:2]1[CH:3]=[CH:4][C:5](=[O:25])[N:6]([C:8]([CH3:24])([CH3:23])[CH2:9][O:10][C:11]2[C:20]3[C:15](=[CH:16][C:17]([O:21][CH3:22])=[CH:18][CH:19]=3)[N:14]=[CH:13][CH:12]=2)[CH:7]=1.CCN(C(C)C)C(C)C.[C:35](Cl)(=[O:42])[C:36]1[CH:41]=[CH:40][CH:39]=[CH:38][CH:37]=1, predict the reaction product. (9) Given the reactants [CH3:1][O:2][CH2:3][C:4](Cl)=[O:5].[Cl:7][C:8]1[C:13]([C:14]([F:17])([F:16])[F:15])=[CH:12][N:11]=[C:10]2[NH:18][CH:19]=[C:20]([NH2:21])[C:9]=12.[Li+].[OH-], predict the reaction product. The product is: [Cl:7][C:8]1[C:13]([C:14]([F:17])([F:15])[F:16])=[CH:12][N:11]=[C:10]2[NH:18][CH:19]=[C:20]([NH:21][C:4](=[O:5])[CH2:3][O:2][CH3:1])[C:9]=12.